This data is from Full USPTO retrosynthesis dataset with 1.9M reactions from patents (1976-2016). The task is: Predict the reactants needed to synthesize the given product. (1) The reactants are: [OH:1][C:2]1[CH:3]=[C:4]([C:8]2[C:17]3[C:12](=[C:13]([C:18]([F:21])([F:20])[F:19])[CH:14]=[CH:15][CH:16]=3)[N:11]=[CH:10][C:9]=2[C:22]([C:24]2[CH:29]=[CH:28][CH:27]=[CH:26][CH:25]=2)=[O:23])[CH:5]=[CH:6][CH:7]=1.Br[CH2:31][CH:32]1[CH2:37][CH2:36][CH2:35][CH2:34][O:33]1. Given the product [C:24]1([C:22]([C:9]2[CH:10]=[N:11][C:12]3[C:17]([C:8]=2[C:4]2[CH:5]=[CH:6][CH:7]=[C:2]([O:1][CH2:31][CH:32]4[CH2:37][CH2:36][CH2:35][CH2:34][O:33]4)[CH:3]=2)=[CH:16][CH:15]=[CH:14][C:13]=3[C:18]([F:21])([F:19])[F:20])=[O:23])[CH:25]=[CH:26][CH:27]=[CH:28][CH:29]=1, predict the reactants needed to synthesize it. (2) Given the product [Cl:1][C:2]1[CH:3]=[C:4]([CH:14]([NH:23][S@@:21]([C:18]([CH3:20])([CH3:19])[CH3:17])=[O:22])[CH3:15])[CH:5]=[CH:6][C:7]=1[O:8][CH2:9][C:10]([F:13])([F:12])[F:11], predict the reactants needed to synthesize it. The reactants are: [Cl:1][C:2]1[CH:3]=[C:4]([C:14](=O)[CH3:15])[CH:5]=[CH:6][C:7]=1[O:8][CH2:9][C:10]([F:13])([F:12])[F:11].[CH3:17][C:18]([S@:21]([NH2:23])=[O:22])([CH3:20])[CH3:19].